Dataset: Reaction yield outcomes from USPTO patents with 853,638 reactions. Task: Predict the reaction yield, written as a fraction of the theoretical maximum amount of product (1.0 means a 100% yield; for example, 0.34 means a 34% yield). (1) The reactants are [CH3:1][O:2][C:3]1[CH:12]=[C:11]2[C:6]([CH:7]=[CH:8][C:9](=[O:29])[N:10]2[CH2:13][CH2:14][N:15]2[CH2:20][CH2:19][CH:18]([NH:21]C(=O)OC(C)(C)C)[CH2:17][CH2:16]2)=[CH:5][CH:4]=1.C1(C)C=CC=CC=1. The catalyst is C(Cl)(Cl)Cl.Cl.CO. The product is [NH2:21][CH:18]1[CH2:19][CH2:20][N:15]([CH2:14][CH2:13][N:10]2[C:11]3[C:6](=[CH:5][CH:4]=[C:3]([O:2][CH3:1])[CH:12]=3)[CH:7]=[CH:8][C:9]2=[O:29])[CH2:16][CH2:17]1. The yield is 0.540. (2) The reactants are C1(P(C2C=CC=CC=2)C2C=CC=CC=2)C=CC=CC=1.[N:20]([CH2:23][CH2:24][O:25][CH2:26][CH2:27][O:28][CH2:29][CH2:30][O:31][CH2:32][CH2:33][N:34]([CH3:49])[CH2:35][CH2:36][N:37](C)[C:38](=[O:47])[O:39][CH2:40][C:41]1[CH:46]=[CH:45][CH:44]=[CH:43][CH:42]=1)=[N+]=[N-].CCN(C(C)C)C(C)C.[C:59](O[C:59]([O:61][C:62]([CH3:65])([CH3:64])[CH3:63])=[O:60])([O:61][C:62]([CH3:65])([CH3:64])[CH3:63])=[O:60].C1[CH2:78][O:77][CH2:76]C1. The catalyst is C(Cl)Cl.O. The product is [CH2:40]([O:39][C:38]([NH:37][CH2:36][CH2:35][N:34]([CH2:49][CH2:76][O:77][CH3:78])[CH2:33][CH2:32][O:31][CH2:30][CH2:29][O:28][CH2:27][CH2:26][O:25][CH2:24][CH2:23][NH:20][C:59](=[O:60])[O:61][C:62]([CH3:65])([CH3:64])[CH3:63])=[O:47])[C:41]1[CH:42]=[CH:43][CH:44]=[CH:45][CH:46]=1. The yield is 0.870.